Dataset: Forward reaction prediction with 1.9M reactions from USPTO patents (1976-2016). Task: Predict the product of the given reaction. (1) Given the reactants [OH-].[K+].[Br:3][C:4]1[CH:5]=[C:6]2[C:10](=[CH:11][CH:12]=1)[NH:9][CH:8]=[CH:7]2.[CH3:13][N:14]1[CH2:19][CH2:18][C:17](=O)[CH2:16][CH2:15]1, predict the reaction product. The product is: [Br:3][C:4]1[CH:5]=[C:6]2[C:10](=[CH:11][CH:12]=1)[NH:9][CH:8]=[C:7]2[C:17]1[CH2:18][CH2:19][N:14]([CH3:13])[CH2:15][CH:16]=1. (2) Given the reactants [NH3:1].[F:2][C:3]1[C:8]([N+:9]([O-:11])=[O:10])=[C:7](F)[C:6]([F:13])=[C:5]([F:14])[C:4]=1[F:15], predict the reaction product. The product is: [N+:9]([C:8]1[C:3]([F:2])=[C:4]([F:15])[C:5]([F:14])=[C:6]([F:13])[C:7]=1[NH2:1])([O-:11])=[O:10]. (3) The product is: [F:1][C:2]1[CH:7]=[CH:6][C:5]([C:20]2[N:24]3[N:25]=[CH:26][C:27]([C:29]([F:30])([F:31])[F:32])=[N:28][C:23]3=[N:22][CH:21]=2)=[CH:4][C:3]=1[O:17][CH3:18]. Given the reactants [F:1][C:2]1[CH:7]=[CH:6][C:5](B2OC(C)(C)C(C)(C)O2)=[CH:4][C:3]=1[O:17][CH3:18].Br[C:20]1[N:24]2[N:25]=[CH:26][C:27]([C:29]([F:32])([F:31])[F:30])=[N:28][C:23]2=[N:22][CH:21]=1.C([O-])(O)=O.[Na+], predict the reaction product.